From a dataset of Catalyst prediction with 721,799 reactions and 888 catalyst types from USPTO. Predict which catalyst facilitates the given reaction. (1) Reactant: [Cl:1][Si](C)(C)C.O.[CH3:7][N:8]([CH3:32])[C:9]1([C:26]2[CH:31]=[CH:30][CH:29]=[CH:28][CH:27]=2)[CH2:14][CH2:13][CH:12]([CH2:15][C:16]([NH:18][C:19]2[CH:24]=[CH:23][C:22]([CH3:25])=[CH:21][CH:20]=2)=[O:17])[CH2:11][CH2:10]1. Product: [ClH:1].[CH3:32][N:8]([CH3:7])[C:9]1([C:26]2[CH:31]=[CH:30][CH:29]=[CH:28][CH:27]=2)[CH2:10][CH2:11][CH:12]([CH2:15][C:16]([NH:18][C:19]2[CH:20]=[CH:21][C:22]([CH3:25])=[CH:23][CH:24]=2)=[O:17])[CH2:13][CH2:14]1. The catalyst class is: 573. (2) The catalyst class is: 19. Reactant: C([O:8][C:9](=[O:37])[C:10]1[CH:15]=[CH:14][C:13]([C:16]2[N:20]=[C:19]([C@H:21]3[CH2:26][CH2:25][CH2:24][CH2:23][N:22]3[C:27](=[O:36])[CH2:28][O:29][C:30]3[CH:35]=[CH:34][CH:33]=[CH:32][CH:31]=3)[O:18][N:17]=2)=[CH:12][CH:11]=1)C1C=CC=CC=1. Product: [O:29]([CH2:28][C:27]([N:22]1[CH2:23][CH2:24][CH2:25][CH2:26][C@@H:21]1[C:19]1[O:18][N:17]=[C:16]([C:13]2[CH:14]=[CH:15][C:10]([C:9]([OH:37])=[O:8])=[CH:11][CH:12]=2)[N:20]=1)=[O:36])[C:30]1[CH:35]=[CH:34][CH:33]=[CH:32][CH:31]=1. (3) Reactant: [CH3:1][O:2][C:3](=[O:19])[CH2:4][S:5][CH2:6][C:7]1[C:16]2[CH2:15][CH2:14][CH2:13][C:12](=[O:17])[C:11]=2[CH:10]=[CH:9][C:8]=1[OH:18].[N:20]1([CH2:25][C@@H:26]([C:28]2[CH:33]=[CH:32][CH:31]=[CH:30][CH:29]=2)O)[CH:24]=[CH:23][N:22]=[CH:21]1.C1C=CC(P(C2C=CC=CC=2)C2C=CC=CC=2)=CC=1.N(C(OCC)=O)=NC(OCC)=O. Product: [CH3:1][O:2][C:3](=[O:19])[CH2:4][S:5][CH2:6][C:7]1[C:16]2[CH2:15][CH2:14][CH2:13][C:12](=[O:17])[C:11]=2[CH:10]=[CH:9][C:8]=1[O:18][C@@H:26]([C:28]1[CH:33]=[CH:32][CH:31]=[CH:30][CH:29]=1)[CH2:25][N:20]1[CH:24]=[CH:23][N:22]=[CH:21]1. The catalyst class is: 7. (4) Reactant: N#N.[CH3:3][C:4]([O:7][C:8]([NH:10][C@H:11]([C:16]([NH:18][CH2:19][CH:20]1[O:25][CH2:24][CH2:23][N:22](CC2C=CC=CC=2)[CH2:21]1)=[O:17])[CH2:12][CH:13]([CH3:15])[CH3:14])=[O:9])([CH3:6])[CH3:5]. Product: [CH3:3][C:4]([O:7][C:8]([NH:10][C@H:11]([C:16]([NH:18][CH2:19][CH:20]1[O:25][CH2:24][CH2:23][NH:22][CH2:21]1)=[O:17])[CH2:12][CH:13]([CH3:15])[CH3:14])=[O:9])([CH3:6])[CH3:5]. The catalyst class is: 19. (5) Reactant: [NH2:1]/[C:2](/[C:9]([F:12])([F:11])[F:10])=[CH:3]\[C:4]([O:6]CC)=O.[H-].[Na+].[Cl:15][C:16]1[CH:34]=[C:33]([F:35])[C:32]([NH:36][C:37](OC)=[O:38])=[CH:31][C:17]=1[O:18][C:19]1[CH:30]=[CH:29][CH:28]=[CH:27][C:20]=1[O:21][CH2:22][C:23]([O:25][CH3:26])=[O:24].Cl. Product: [Cl:15][C:16]1[CH:34]=[C:33]([F:35])[C:32]([N:36]2[C:4](=[O:6])[CH:3]=[C:2]([C:9]([F:10])([F:11])[F:12])[NH:1][C:37]2=[O:38])=[CH:31][C:17]=1[O:18][C:19]1[CH:30]=[CH:29][CH:28]=[CH:27][C:20]=1[O:21][CH2:22][C:23]([O:25][CH3:26])=[O:24]. The catalyst class is: 9. (6) Reactant: [Cl:1]N1C(=O)CCC1=O.[F:9][C:10]1[CH:18]=[CH:17][C:13]([CH:14]=[N:15][OH:16])=[CH:12][CH:11]=1. Product: [F:9][C:10]1[CH:18]=[CH:17][C:13]([C:14]([Cl:1])=[N:15][OH:16])=[CH:12][CH:11]=1. The catalyst class is: 3.